Dataset: Catalyst prediction with 721,799 reactions and 888 catalyst types from USPTO. Task: Predict which catalyst facilitates the given reaction. Reactant: C([N:3]([CH2:6]C)CC)C.C1(P(N=[N+]=[N-])(C2C=CC=CC=2)=[O:15])C=CC=CC=1.[CH2:25]([OH:32])[C:26]1[CH:31]=[CH:30][CH:29]=[CH:28][CH:27]=1.[C:33]([O:37][C:38]([N:40]1[CH2:45][CH2:44][CH:43]([CH2:46][CH:47]([CH2:51][CH:52]2[CH2:57][CH2:56][N:55]([C:58]([O:60][C:61]([CH3:64])([CH3:63])[CH3:62])=[O:59])[CH2:54][CH2:53]2)C(O)=O)[CH2:42][CH2:41]1)=[O:39])([CH3:36])([CH3:35])[CH3:34]. Product: [CH2:25]([O:32][C:6]([NH:3][CH:47]([CH2:51][CH:52]1[CH2:53][CH2:54][N:55]([C:58]([O:60][C:61]([CH3:64])([CH3:62])[CH3:63])=[O:59])[CH2:56][CH2:57]1)[CH2:46][CH:43]1[CH2:44][CH2:45][N:40]([C:38]([O:37][C:33]([CH3:36])([CH3:34])[CH3:35])=[O:39])[CH2:41][CH2:42]1)=[O:15])[C:26]1[CH:31]=[CH:30][CH:29]=[CH:28][CH:27]=1. The catalyst class is: 11.